Dataset: Full USPTO retrosynthesis dataset with 1.9M reactions from patents (1976-2016). Task: Predict the reactants needed to synthesize the given product. Given the product [CH3:1][N:2]1[C:15]2[C:10](=[CH:11][C:12]([N+:17]([O-:19])=[O:18])=[CH:13][CH:14]=2)[C:4]2([CH2:9][CH2:8][O:7][CH2:6][CH2:5]2)[C:3]1=[O:16], predict the reactants needed to synthesize it. The reactants are: [CH3:1][N:2]1[C:15]2[C:10](=[CH:11][CH:12]=[CH:13][CH:14]=2)[C:4]2([CH2:9][CH2:8][O:7][CH2:6][CH2:5]2)[C:3]1=[O:16].[N+:17]([O-])([OH:19])=[O:18].